From a dataset of Full USPTO retrosynthesis dataset with 1.9M reactions from patents (1976-2016). Predict the reactants needed to synthesize the given product. (1) Given the product [Si:1]([O:8][C@H:9]1[CH2:17][CH2:16][CH2:15][C@@:14]2([CH3:18])[C@H:10]1[CH2:11][CH2:12][C@@H:13]2[C@@H:19]([CH:20]([OH:21])[CH2:36][C@@H:35]([CH3:46])[C:34]([CH3:48])([O:33][Si:32]([CH3:50])([CH3:31])[CH3:49])[CH3:47])[CH3:22])([C:4]([CH3:7])([CH3:6])[CH3:5])([CH3:3])[CH3:2], predict the reactants needed to synthesize it. The reactants are: [Si:1]([O:8][C@H:9]1[CH2:17][CH2:16][CH2:15][C@@:14]2([CH3:18])[C@H:10]1[CH2:11][CH2:12][C@@H:13]2[C@H:19]([CH3:22])[CH2:20][OH:21])([C:4]([CH3:7])([CH3:6])[CH3:5])([CH3:3])[CH3:2].C[N+]1([O-])CCOCC1.[CH3:31][Si:32]([CH3:50])([CH3:49])[O:33][C:34]([CH3:48])([CH3:47])[C@H:35]([CH3:46])[CH2:36]S(C1C=CC=CC=1)(=O)=O. (2) Given the product [Br:20][C:21]1[CH:26]=[CH:25][C:24]([N:8]2[C:9]3[CH:15]=[CH:14][CH:13]=[CH:12][C:10]=3[C:11]3[CH:1]=[CH:2][CH:3]=[CH:4][C:5]=3[C:6]3[CH:19]=[CH:18][CH:17]=[CH:16][C:7]2=3)=[CH:23][CH:22]=1, predict the reactants needed to synthesize it. The reactants are: [CH:1]1[C:11]2[C:10]3[CH:12]=[CH:13][CH:14]=[CH:15][C:9]=3[NH:8][C:7]3[CH:16]=[CH:17][CH:18]=[CH:19][C:6]=3[C:5]=2[CH:4]=[CH:3][CH:2]=1.[Br:20][C:21]1[CH:26]=[CH:25][C:24](Br)=[CH:23][CH:22]=1.[OH-].[K+].C1C2C(CCCC2)CCC1. (3) Given the product [Cl:41][C:26]1[C:27]([NH:29][C@@H:30]2[CH2:35][CH2:34][CH2:33][CH2:32][C@H:31]2[NH:36][S:37]([CH3:40])(=[O:39])=[O:38])=[N:28][C:23]([NH:21][C:4]2[C:3]([O:2][CH3:1])=[CH:20][C:7]3[CH2:8][CH2:9][N:10]([CH:13]([CH2:14][O:15][CH3:16])[CH2:17][O:18][CH3:19])[CH2:11][CH2:12][C:6]=3[CH:5]=2)=[N:24][CH:25]=1, predict the reactants needed to synthesize it. The reactants are: [CH3:1][O:2][C:3]1[C:4]([NH2:21])=[CH:5][C:6]2[CH2:12][CH2:11][N:10]([CH:13]([CH2:17][O:18][CH3:19])[CH2:14][O:15][CH3:16])[CH2:9][CH2:8][C:7]=2[CH:20]=1.Cl[C:23]1[N:28]=[C:27]([NH:29][C@@H:30]2[CH2:35][CH2:34][CH2:33][CH2:32][C@H:31]2[NH:36][S:37]([CH3:40])(=[O:39])=[O:38])[C:26]([Cl:41])=[CH:25][N:24]=1. (4) Given the product [O:1]1[C:6]2[CH:7]=[CH:8][C:9]([NH:11][C:28]([C:25]3[CH:26]=[CH:27][C:22]([CH3:30])=[CH:23][CH:24]=3)=[NH:29])=[CH:10][C:5]=2[O:4][CH2:3][CH2:2]1, predict the reactants needed to synthesize it. The reactants are: [O:1]1[C:6]2[CH:7]=[CH:8][C:9]([NH2:11])=[CH:10][C:5]=2[O:4][CH2:3][CH2:2]1.C[Si]([N-][Si](C)(C)C)(C)C.[Na+].[C:22]1([CH3:30])[CH:27]=[CH:26][C:25]([C:28]#[N:29])=[CH:24][CH:23]=1.ClCCl. (5) Given the product [N:34]1([C:23]([C:25]2[CH:30]=[CH:29][C:28]([C:2]3[CH:7]=[CH:6][C:5]([C:8]([N:10]4[CH2:14][CH2:13][CH2:12][C@H:11]4[CH2:15][N:16]4[CH2:20][CH2:19][CH2:18][CH2:17]4)=[O:9])=[CH:4][CH:3]=3)=[CH:27][CH:26]=2)=[O:24])[CH2:38][CH2:37][CH2:36][CH2:35]1, predict the reactants needed to synthesize it. The reactants are: Br[C:2]1[CH:7]=[CH:6][C:5]([C:8]([N:10]2[CH2:14][CH2:13][CH2:12][C@H:11]2[CH2:15][N:16]2[CH2:20][CH2:19][CH2:18][CH2:17]2)=[O:9])=[CH:4][CH:3]=1.CO[C:23]([C:25]1[CH:30]=[CH:29][C:28](B(O)O)=[CH:27][CH:26]=1)=[O:24].[NH:34]1[CH2:38][CH2:37][CH2:36][CH2:35]1. (6) Given the product [C:10]([C:14]1[C:19]([O:20][CH3:21])=[C:18]([Cl:22])[CH:17]=[C:16]([C:3]([O:6][CH3:7])([O:8][CH3:9])[CH3:26])[CH:15]=1)([CH3:13])([CH3:11])[CH3:12], predict the reactants needed to synthesize it. The reactants are: CO.[CH:3]([O:8][CH3:9])([O:6][CH3:7])OC.[C:10]([C:14]1[CH:15]=[C:16](C(=O)C)[CH:17]=[C:18]([Cl:22])[C:19]=1[O:20][CH3:21])([CH3:13])([CH3:12])[CH3:11].[C:26](=O)([O-])[O-].[K+].[K+]. (7) Given the product [CH2:1]([O:8][C:9](=[O:23])[C@@H:10]([NH:15][C:16]([O:18][C:19]([CH3:20])([CH3:22])[CH3:21])=[O:17])[CH2:11][C:12]1[S:14][CH:24]=[CH:25][N:13]=1)[C:2]1[CH:3]=[CH:4][CH:5]=[CH:6][CH:7]=1, predict the reactants needed to synthesize it. The reactants are: [CH2:1]([O:8][C:9](=[O:23])[C@@H:10]([NH:15][C:16]([O:18][C:19]([CH3:22])([CH3:21])[CH3:20])=[O:17])[CH2:11][C:12](=[S:14])[NH2:13])[C:2]1[CH:7]=[CH:6][CH:5]=[CH:4][CH:3]=1.[CH2:24](OC(OCC)([O-])CBr)[CH3:25]. (8) Given the product [Br:1][CH:17]([C:12]1[CH:11]=[C:10]([Cl:9])[CH:15]=[C:14]([Cl:16])[CH:13]=1)[C:18]([F:21])([F:20])[F:19], predict the reactants needed to synthesize it. The reactants are: [Br:1]N1C(=O)CCC1=O.[Cl:9][C:10]1[CH:11]=[C:12]([CH:17](O)[C:18]([F:21])([F:20])[F:19])[CH:13]=[C:14]([Cl:16])[CH:15]=1.P(OC1C=CC=CC=1)(OC1C=CC=CC=1)OC1C=CC=CC=1.